The task is: Predict the reaction yield, written as a fraction of the theoretical maximum amount of product (1.0 means a 100% yield; for example, 0.34 means a 34% yield).. This data is from Reaction yield outcomes from USPTO patents with 853,638 reactions. (1) The reactants are [Cl:1][C:2]1[CH:7]=[CH:6][CH:5]=[CH:4][C:3]=1[C:8]1[NH:9][C:10]2[C:15]([C:16]=1[F:17])=[CH:14][C:13]([CH:18]1[CH2:23][CH2:22][N:21]([CH2:24][CH2:25][N:26](C)[C:27](=O)OC(C)(C)C)[CH2:20][CH2:19]1)=[CH:12][CH:11]=2.C(O)(C(F)(F)F)=O. The catalyst is ClC(Cl)C. The product is [Cl:1][C:2]1[CH:7]=[CH:6][CH:5]=[CH:4][C:3]=1[C:8]1[NH:9][C:10]2[C:15]([C:16]=1[F:17])=[CH:14][C:13]([CH:18]1[CH2:19][CH2:20][N:21]([CH2:24][CH2:25][NH:26][CH3:27])[CH2:22][CH2:23]1)=[CH:12][CH:11]=2. The yield is 0.620. (2) The yield is 0.830. The reactants are [Si](OS(C(F)(F)F)(=O)=O)(C)(C)C.[CH2:13](O)C=C.Cl[C:18](Cl)(Cl)[C:19]([O:21][C@H:22]1[O:35][C@H:34]([CH2:36][O:37][C:38](=[O:40])[CH3:39])[C@@H:29]([O:30][C:31](=[O:33])[CH3:32])[C@H:24]([O:25][C:26](=[O:28])[CH3:27])[C@H:23]1[NH:41][C:42](=[O:47])[C:43]([Cl:46])([Cl:45])[Cl:44])=N.CCOC(C)=O. The product is [C:26]([O:25][C@H:24]1[C@H:29]([O:30][C:31](=[O:33])[CH3:32])[C@@H:34]([CH2:36][O:37][C:38](=[O:40])[CH3:39])[O:35][C@@H:22]([O:21][CH2:19][CH:18]=[CH2:13])[C@@H:23]1[NH:41][C:42](=[O:47])[C:43]([Cl:46])([Cl:45])[Cl:44])(=[O:28])[CH3:27]. The catalyst is C(Cl)Cl.C(N(CC)CC)C. (3) The reactants are [CH2:1]([O:3][C:4]([C@@H:6]1[C@H:11]([NH2:12])[CH2:10][CH2:9][N:8]([CH2:13][CH2:14][S:15][C:16]2[CH:25]=[N:24][C:23]3[C:18](=[CH:19][C:20]([O:26][CH3:27])=[CH:21][CH:22]=3)[N:17]=2)[CH2:7]1)=[O:5])[CH3:2].[O:28]=[C:29]1[NH:34][C:33]2[CH:35]=[C:36]([C:39](O)=[O:40])[CH:37]=[CH:38][C:32]=2[S:31][CH2:30]1. No catalyst specified. The product is [CH2:1]([O:3][C:4]([C@@H:6]1[C@H:11]([NH:12][C:39]([C:36]2[CH:37]=[CH:38][C:32]3[S:31][CH2:30][C:29](=[O:28])[NH:34][C:33]=3[CH:35]=2)=[O:40])[CH2:10][CH2:9][N:8]([CH2:13][CH2:14][S:15][C:16]2[CH:25]=[N:24][C:23]3[C:18](=[CH:19][C:20]([O:26][CH3:27])=[CH:21][CH:22]=3)[N:17]=2)[CH2:7]1)=[O:5])[CH3:2]. The yield is 0.870. (4) The reactants are [BH4-].[Na+].[C:3]1([C:9]2[CH:10]=[C:11]([CH:16]=[CH:17][CH:18]=2)[CH:12]=[CH:13][CH:14]=[O:15])[CH:8]=[CH:7][CH:6]=[CH:5][CH:4]=1.O.CCOCC. The catalyst is CCO. The product is [C:3]1([C:9]2[CH:10]=[C:11]([CH:16]=[CH:17][CH:18]=2)[CH:12]=[CH:13][CH2:14][OH:15])[CH:4]=[CH:5][CH:6]=[CH:7][CH:8]=1. The yield is 0.830. (5) The reactants are [Cl:1][C:2]1[N:7]=[C:6](Cl)[CH:5]=[CH:4][N:3]=1.[CH2:9]([CH2:11][NH2:12])[OH:10]. No catalyst specified. The product is [Cl:1][C:2]1[N:7]=[C:6]([NH:12][CH2:11][CH2:9][OH:10])[CH:5]=[CH:4][N:3]=1. The yield is 0.160. (6) The reactants are [BH4-].[Na+].[CH3:3][CH:4]([CH3:16])[C:5](=[O:15])[CH2:6][CH2:7][NH:8][C:9]1[CH:14]=[CH:13][CH:12]=[CH:11][CH:10]=1. The catalyst is CO. The product is [CH3:3][CH:4]([CH3:16])[CH:5]([OH:15])[CH2:6][CH2:7][NH:8][C:9]1[CH:14]=[CH:13][CH:12]=[CH:11][CH:10]=1. The yield is 0.230.